Task: Regression. Given a peptide amino acid sequence and an MHC pseudo amino acid sequence, predict their binding affinity value. This is MHC class II binding data.. Dataset: Peptide-MHC class II binding affinity with 134,281 pairs from IEDB (1) The peptide sequence is WGAIWRIDTPDKLTG. The MHC is HLA-DQA10102-DQB10502 with pseudo-sequence HLA-DQA10102-DQB10502. The binding affinity (normalized) is 0.510. (2) The peptide sequence is ASPMLYQLLEAVYGN. The MHC is DRB1_1201 with pseudo-sequence DRB1_1201. The binding affinity (normalized) is 0.685. (3) The peptide sequence is LLDILDTAGLEEYSAMRD. The MHC is HLA-DQA10401-DQB10402 with pseudo-sequence HLA-DQA10401-DQB10402. The binding affinity (normalized) is 0.499. (4) The peptide sequence is KNKVNLLTHSINALI. The MHC is DRB1_0802 with pseudo-sequence DRB1_0802. The binding affinity (normalized) is 0.573. (5) The peptide sequence is RLKGVTCRPLKHKVE. The MHC is DRB1_1302 with pseudo-sequence DRB1_1302. The binding affinity (normalized) is 0.154. (6) The peptide sequence is ENALSLLDKIYTSPLC. The MHC is HLA-DPA10301-DPB10402 with pseudo-sequence HLA-DPA10301-DPB10402. The binding affinity (normalized) is 0.462. (7) The peptide sequence is STTVSTEQNVPDPQV. The MHC is DRB1_0401 with pseudo-sequence DRB1_0401. The binding affinity (normalized) is 0.212. (8) The binding affinity (normalized) is 0.593. The peptide sequence is SARLRLLRDRLVEGV. The MHC is DRB1_1101 with pseudo-sequence DRB1_1101. (9) The peptide sequence is LALVGFLGGLITGIS. The MHC is HLA-DPA10201-DPB10101 with pseudo-sequence HLA-DPA10201-DPB10101. The binding affinity (normalized) is 0.185. (10) The peptide sequence is AFVATTNPWASQEG. The MHC is DRB5_0101 with pseudo-sequence DRB5_0101. The binding affinity (normalized) is 0.293.